This data is from Full USPTO retrosynthesis dataset with 1.9M reactions from patents (1976-2016). The task is: Predict the reactants needed to synthesize the given product. (1) Given the product [OH:1][C:2]1[C:3]([C:10]([O:12][CH2:13][CH3:14])=[O:11])=[N:4][CH:5]=[C:6]([O:8][CH3:9])[CH:7]=1, predict the reactants needed to synthesize it. The reactants are: [OH:1][C:2]1[C:3]([C:10]([OH:12])=[O:11])=[N:4][CH:5]=[C:6]([O:8][CH3:9])[CH:7]=1.[CH2:13](O)[CH3:14]. (2) Given the product [CH2:16]([NH:23][CH2:3][C:4]1[N:5]=[C:6]2[C:11](=[N:12][CH:13]=1)[N:10]=[C:9]([NH2:14])[N:8]=[C:7]2[NH2:15])[C:17]1[CH:22]=[CH:21][CH:20]=[CH:19][CH:18]=1, predict the reactants needed to synthesize it. The reactants are: Br.Br[CH2:3][C:4]1[N:5]=[C:6]2[C:11](=[N:12][CH:13]=1)[N:10]=[C:9]([NH2:14])[N:8]=[C:7]2[NH2:15].[CH2:16]([NH2:23])[C:17]1[CH:22]=[CH:21][CH:20]=[CH:19][CH:18]=1.C(=O)(O)[O-]. (3) Given the product [Br:1][C:2]1[CH:3]=[C:4]([C:8]2[C:13]([C:14]#[N:15])=[C:12]([CH3:17])[N:11]=[C:10]3[N:18]([CH2:21][CH3:22])[N:19]=[CH:20][C:9]=23)[CH:5]=[N:6][CH:7]=1, predict the reactants needed to synthesize it. The reactants are: [Br:1][C:2]1[CH:3]=[C:4]([C:8]2[C:13]([CH:14]=[N:15]O)=[C:12]([CH3:17])[N:11]=[C:10]3[N:18]([CH2:21][CH3:22])[N:19]=[CH:20][C:9]=23)[CH:5]=[N:6][CH:7]=1.C(OC(=O)C)(=O)C. (4) Given the product [CH3:12][O:11][C:10]1[C:2]([CH3:21])=[C:3]2[C:7](=[CH:8][CH:9]=1)[NH:6][C:5]([C:13]([O:15][CH2:16][CH3:17])=[O:14])=[CH:4]2, predict the reactants needed to synthesize it. The reactants are: Br[C:2]1[C:10]([O:11][CH3:12])=[CH:9][CH:8]=[C:7]2[C:3]=1[CH:4]=[C:5]([C:13]([O:15][CH2:16][CH3:17])=[O:14])[NH:6]2.[Cl-].C[Zn+].[C:21]([O-])(O)=O.[Na+].